Dataset: Peptide-MHC class I binding affinity with 185,985 pairs from IEDB/IMGT. Task: Regression. Given a peptide amino acid sequence and an MHC pseudo amino acid sequence, predict their binding affinity value. This is MHC class I binding data. (1) The peptide sequence is KIQNFRVYY. The MHC is HLA-B53:01 with pseudo-sequence HLA-B53:01. The binding affinity (normalized) is 0. (2) The peptide sequence is YQEYESILTL. The MHC is HLA-A02:01 with pseudo-sequence HLA-A02:01. The binding affinity (normalized) is 0.375. (3) The peptide sequence is GTDLEGKFY. The MHC is HLA-A26:01 with pseudo-sequence HLA-A26:01. The binding affinity (normalized) is 0.0234. (4) The peptide sequence is KTEAILQL. The MHC is H-2-Db with pseudo-sequence H-2-Db. The binding affinity (normalized) is 0. (5) The MHC is HLA-B35:01 with pseudo-sequence HLA-B35:01. The peptide sequence is ATISYRIKL. The binding affinity (normalized) is 0.418. (6) The peptide sequence is VTECKLIYY. The MHC is HLA-B58:01 with pseudo-sequence HLA-B58:01. The binding affinity (normalized) is 0.0847. (7) The MHC is HLA-B58:01 with pseudo-sequence HLA-B58:01. The peptide sequence is YRYTYRCHR. The binding affinity (normalized) is 0.411.